Dataset: Full USPTO retrosynthesis dataset with 1.9M reactions from patents (1976-2016). Task: Predict the reactants needed to synthesize the given product. (1) Given the product [NH2:14][O:13][CH2:12][C:4]1[C:5]2[CH:6]3[CH2:11][CH:9]([CH2:8][CH2:7]3)[C:10]=2[N:2]([CH3:1])[N:3]=1, predict the reactants needed to synthesize it. The reactants are: [CH3:1][N:2]1[C:10]2[CH:9]3[CH2:11][CH:6]([CH2:7][CH2:8]3)[C:5]=2[C:4]([CH2:12][O:13][N:14]2C(=O)C3C(=CC=CC=3)C2=O)=[N:3]1.C(Cl)Cl.O.NN. (2) Given the product [NH2:22][C:3]1[CH:4]=[C:5]([N:8]2[CH2:17][C:16]3[C:11](=[N:12][C:13]([S:18][CH3:19])=[N:14][CH:15]=3)[N:10]([CH3:20])[C:9]2=[O:21])[CH:6]=[CH:7][C:2]=1[F:1], predict the reactants needed to synthesize it. The reactants are: [F:1][C:2]1[CH:7]=[CH:6][C:5]([N:8]2[CH2:17][C:16]3[C:11](=[N:12][C:13]([S:18][CH3:19])=[N:14][CH:15]=3)[N:10]([CH3:20])[C:9]2=[O:21])=[CH:4][C:3]=1[N+:22]([O-])=O. (3) The reactants are: Cl[C:2]1[C:3]2[C:4]3[O:15][CH:14]=[CH:13][C:5]=3[C:6](=[O:12])[NH:7][C:8]=2[N:9]=[CH:10][CH:11]=1.[NH2:16][C:17]1[CH:22]=[CH:21][CH:20]=[CH:19][CH:18]=1.CC(C1C=C(C(C)C)C(C2C=CC=CC=2P(C2CCCCC2)C2CCCCC2)=C(C(C)C)C=1)C.C([O-])([O-])=O.[K+].[K+]. Given the product [C:17]1([NH:16][C:2]2[C:3]3[C:4]4[O:15][CH:14]=[CH:13][C:5]=4[C:6](=[O:12])[NH:7][C:8]=3[N:9]=[CH:10][CH:11]=2)[CH:22]=[CH:21][CH:20]=[CH:19][CH:18]=1, predict the reactants needed to synthesize it. (4) Given the product [F:6][C:7]1[C:8]([OH:14])=[C:9]([CH:10]=[CH:11][C:12]=1[F:13])[CH:1]=[O:2], predict the reactants needed to synthesize it. The reactants are: [CH3:1][O-:2].[Mg+2].C[O-].[F:6][C:7]1[C:12]([F:13])=[CH:11][CH:10]=[CH:9][C:8]=1[OH:14].C=O.Cl. (5) Given the product [C:1]([N:4]1[C:13]2[C:8](=[CH:9][C:10]([C:32]3[N:33]=[CH:34][N:35]([CH2:37][CH2:38][NH:39][C:40]([O:41][C:42]([CH3:45])([CH3:44])[CH3:43])=[O:46])[CH:36]=3)=[CH:11][CH:12]=2)[C@H:7]([NH:23][C:24](=[O:29])[O:25][CH:26]([CH3:28])[CH3:27])[CH2:6][C@@H:5]1[CH3:30])(=[O:3])[CH3:2], predict the reactants needed to synthesize it. The reactants are: [C:1]([N:4]1[C:13]2[C:8](=[CH:9][C:10](B3OC(C)(C)C(C)(C)O3)=[CH:11][CH:12]=2)[C@H:7]([NH:23][C:24](=[O:29])[O:25][CH:26]([CH3:28])[CH3:27])[CH2:6][C@@H:5]1[CH3:30])(=[O:3])[CH3:2].I[C:32]1[N:33]=[CH:34][N:35]([CH2:37][CH2:38][NH:39][C:40](=[O:46])[O:41][C:42]([CH3:45])([CH3:44])[CH3:43])[CH:36]=1.C(=O)([O-])[O-].[K+].[K+].